From a dataset of Full USPTO retrosynthesis dataset with 1.9M reactions from patents (1976-2016). Predict the reactants needed to synthesize the given product. (1) Given the product [CH2:1]([O:8][C:9]1[CH:18]=[CH:17][C:12]([C:13]([O:15][CH3:16])=[O:14])=[C:11]([O:19][CH:30]2[CH2:31][CH2:32][N:27]([C:20]([O:22][C:23]([CH3:26])([CH3:25])[CH3:24])=[O:21])[CH2:28][CH2:29]2)[CH:10]=1)[C:2]1[CH:3]=[CH:4][CH:5]=[CH:6][CH:7]=1, predict the reactants needed to synthesize it. The reactants are: [CH2:1]([O:8][C:9]1[CH:18]=[CH:17][C:12]([C:13]([O:15][CH3:16])=[O:14])=[C:11]([OH:19])[CH:10]=1)[C:2]1[CH:7]=[CH:6][CH:5]=[CH:4][CH:3]=1.[C:20]([N:27]1[CH2:32][CH2:31][CH:30](O)[CH2:29][CH2:28]1)([O:22][C:23]([CH3:26])([CH3:25])[CH3:24])=[O:21]. (2) Given the product [NH2:3][CH2:2][CH2:1][NH:4][C:49](=[O:50])[O:48][CH2:47][C:44]1[CH:45]=[CH:46][CH:41]=[CH:42][CH:43]=1, predict the reactants needed to synthesize it. The reactants are: [CH2:1]([NH2:4])[CH2:2][NH2:3].CC1C(Br)=C(O)C(Br)=CC=1C1(C2C=C(Br)C(O)=C(Br)C=2C)OS(=O)(=O)C2C=CC=CC1=2.CS(O)(=O)=O.[CH:41]1[CH:46]=[CH:45][C:44]([CH2:47][O:48][C:49](Cl)=[O:50])=[CH:43][CH:42]=1.C(O[K])(C)=O. (3) Given the product [C:1]1([C:7]2([CH2:46][CH2:47][CH2:48][CH2:49][C:50]([OH:52])=[O:51])[CH2:8][CH2:9][N:10]([C:13]([C@:15]3([O:36][C:37]4[CH:41]=[C:40]([C:42]([F:45])([F:44])[F:43])[S:39][CH:38]=4)[CH2:20][CH2:19][CH2:18][N:17]([C:21](=[O:32])[C:22]4[C:27]([C:28]([F:30])([F:29])[F:31])=[CH:26][CH:25]=[CH:24][N:23]=4)[C@@H:16]3[CH2:33][CH2:34][CH3:35])=[O:14])[CH2:11][CH2:12]2)[CH:6]=[CH:5][CH:4]=[CH:3][CH:2]=1, predict the reactants needed to synthesize it. The reactants are: [C:1]1([C:7]2([CH2:46][CH2:47][CH2:48][CH2:49][C:50]([O:52]CC)=[O:51])[CH2:12][CH2:11][N:10]([C:13]([C@:15]3([O:36][C:37]4[CH:41]=[C:40]([C:42]([F:45])([F:44])[F:43])[S:39][CH:38]=4)[CH2:20][CH2:19][CH2:18][N:17]([C:21](=[O:32])[C:22]4[C:27]([C:28]([F:31])([F:30])[F:29])=[CH:26][CH:25]=[CH:24][N:23]=4)[C@@H:16]3[CH2:33][CH2:34][CH3:35])=[O:14])[CH2:9][CH2:8]2)[CH:6]=[CH:5][CH:4]=[CH:3][CH:2]=1.[OH-].[Na+].